Task: Predict which catalyst facilitates the given reaction.. Dataset: Catalyst prediction with 721,799 reactions and 888 catalyst types from USPTO (1) Reactant: [O:1]1[CH:5]=[CH:4][C:3]([C:6]2[CH:7]=[CH:8][C:9]3[O:13][C:12]4[CH:14]=[C:15]([S:18]([NH:21][C@@H:22]([CH:27]([CH3:29])[CH3:28])[C:23]([O:25]C)=[O:24])(=[O:20])=[O:19])[CH:16]=[CH:17][C:11]=4[C:10]=3[CH:30]=2)=[CH:2]1.[OH-].[Li+]. Product: [O:1]1[CH:5]=[CH:4][C:3]([C:6]2[CH:7]=[CH:8][C:9]3[O:13][C:12]4[CH:14]=[C:15]([S:18]([NH:21][C@@H:22]([CH:27]([CH3:28])[CH3:29])[C:23]([OH:25])=[O:24])(=[O:19])=[O:20])[CH:16]=[CH:17][C:11]=4[C:10]=3[CH:30]=2)=[CH:2]1. The catalyst class is: 7. (2) The catalyst class is: 32. Product: [N:33]1[CH:34]=[CH:35][CH:36]=[CH:37][C:32]=1[S:29]([CH:15]([NH:16][CH2:17][C:18]1[CH:19]=[CH:20][C:21]([C:24]2[S:25][CH:26]=[CH:27][N:28]=2)=[CH:22][CH:23]=1)[C:11]1[N:10]=[C:9]([NH:8][CH2:38][C:39]([O:41][CH:42]([CH3:44])[CH3:43])=[O:40])[CH:14]=[CH:13][CH:12]=1)(=[O:31])=[O:30]. Reactant: C(OC([N:8]([CH2:38][C:39]([O:41][C:42](C)([CH3:44])[CH3:43])=[O:40])[C:9]1[CH:14]=[CH:13][CH:12]=[C:11]([CH:15]([S:29]([C:32]2[CH:37]=[CH:36][CH:35]=[CH:34][N:33]=2)(=[O:31])=[O:30])[NH:16][CH2:17][C:18]2[CH:23]=[CH:22][C:21]([C:24]3[S:25][CH:26]=[CH:27][N:28]=3)=[CH:20][CH:19]=2)[N:10]=1)=O)(C)(C)C.Cl.C(=O)([O-])O.[Na+]. (3) Reactant: [NH2:1][C:2]1[C:7]([C:8]#[N:9])=[C:6]([C:10]2[CH:15]=[CH:14][C:13]([OH:16])=[CH:12][CH:11]=2)[C:5]([C:17]#[N:18])=[C:4]([SH:19])[N:3]=1.[CH2:20]([NH:22][C:23](=[O:26])[CH2:24]Br)[CH3:21].C([O-])(O)=O.[Na+]. Product: [NH2:1][C:2]1[N:3]=[C:4]([S:19][CH2:24][C:23]([NH:22][CH2:20][CH3:21])=[O:26])[C:5]([C:17]#[N:18])=[C:6]([C:10]2[CH:11]=[CH:12][C:13]([OH:16])=[CH:14][CH:15]=2)[C:7]=1[C:8]#[N:9]. The catalyst class is: 3. (4) Reactant: C(OC(=O)[NH:7][C@H:8]([C:11]1[CH:20]=[CH:19][C:18]2[C:13](=[CH:14][CH:15]=[CH:16][CH:17]=2)[CH:12]=1)[CH2:9][OH:10])(C)(C)C.[ClH:22]. Product: [ClH:22].[NH2:7][C@H:8]([C:11]1[CH:20]=[CH:19][C:18]2[C:13](=[CH:14][CH:15]=[CH:16][CH:17]=2)[CH:12]=1)[CH2:9][OH:10]. The catalyst class is: 13. (5) Reactant: [CH2:1]([O:8][C:9]1[CH:14]=[CH:13][C:12]([C:15]2[CH:20]=[C:19]([NH:21][C@H:22]([C:30]([O:32]CC)=[O:31])[CH2:23][C:24]3[CH:29]=[CH:28][CH:27]=[CH:26][CH:25]=3)[CH:18]=[CH:17][N:16]=2)=[CH:11][CH:10]=1)[C:2]1[CH:7]=[CH:6][CH:5]=[CH:4][CH:3]=1.[OH-].[Na+].Cl. Product: [CH2:1]([O:8][C:9]1[CH:10]=[CH:11][C:12]([C:15]2[CH:20]=[C:19]([NH:21][C@H:22]([C:30]([OH:32])=[O:31])[CH2:23][C:24]3[CH:29]=[CH:28][CH:27]=[CH:26][CH:25]=3)[CH:18]=[CH:17][N:16]=2)=[CH:13][CH:14]=1)[C:2]1[CH:7]=[CH:6][CH:5]=[CH:4][CH:3]=1. The catalyst class is: 111. (6) Reactant: C[O:2][CH:3]=[C:4]1[CH2:9][CH2:8][CH:7]([C:10]2[CH:15]=[CH:14][C:13]([CH2:16][CH2:17][CH:18]3[CH2:23][CH2:22][CH:21]([CH2:24][CH2:25][CH3:26])[CH2:20][CH2:19]3)=[CH:12][CH:11]=2)[CH2:6][CH2:5]1.Cl. Product: [CH2:24]([CH:21]1[CH2:20][CH2:19][CH:18]([CH2:17][CH2:16][C:13]2[CH:12]=[CH:11][C:10]([C@H:7]3[CH2:8][CH2:9][C@H:4]([CH:3]=[O:2])[CH2:5][CH2:6]3)=[CH:15][CH:14]=2)[CH2:23][CH2:22]1)[CH2:25][CH3:26]. The catalyst class is: 1. (7) Reactant: Cl[CH2:2][C:3]1[N:4]([C:20]2[CH:25]=[CH:24][C:23]([N+:26]([O-:28])=[O:27])=[CH:22][CH:21]=2)[CH:5]=[C:6]([C:8]2[C:9]([C:14]3[CH:19]=[CH:18][CH:17]=[CH:16][CH:15]=3)=[N:10][O:11][C:12]=2[CH3:13])[N:7]=1.[O-:29][CH2:30][CH3:31].[Na+]. Product: [CH2:30]([O:29][CH2:2][C:3]1[N:4]([C:20]2[CH:25]=[CH:24][C:23]([N+:26]([O-:28])=[O:27])=[CH:22][CH:21]=2)[CH:5]=[C:6]([C:8]2[C:9]([C:14]3[CH:19]=[CH:18][CH:17]=[CH:16][CH:15]=3)=[N:10][O:11][C:12]=2[CH3:13])[N:7]=1)[CH3:31]. The catalyst class is: 357. (8) Reactant: [NH2:1][C:2]1[CH:3]=[N:4][CH:5]=[C:6]([Br:8])[CH:7]=1.[H-].[Na+].Cl[C:12]1[C:21]2[C:16](=[CH:17][C:18]([F:23])=[CH:19][C:20]=2[F:22])[N:15]=[C:14]([C:24]2[CH:29]=[CH:28][CH:27]=[CH:26][N:25]=2)[C:13]=1[CH3:30].C(=O)([O-])[O-].[Na+].[Na+]. Product: [Br:8][C:6]1[CH:7]=[C:2]([NH:1][C:12]2[C:21]3[C:16](=[CH:17][C:18]([F:23])=[CH:19][C:20]=3[F:22])[N:15]=[C:14]([C:24]3[CH:29]=[CH:28][CH:27]=[CH:26][N:25]=3)[C:13]=2[CH3:30])[CH:3]=[N:4][CH:5]=1. The catalyst class is: 3. (9) Product: [P:1]([OH:3])([OH:8])([O:13][CH2:14][O:15][C:16]1[CH:21]=[CH:20][CH:19]=[C:18]([C:22]2[N:23]=[C:24]3[N:28]([C:29]=2[C:30]2[CH:35]=[CH:34][N:33]=[C:32]([NH:36][C@@H:37]4[CH2:42][CH2:41][CH2:40][N:39]([S:43]([C:46]5[CH:50]=[CH:49][N:48]([CH3:51])[N:47]=5)(=[O:44])=[O:45])[CH2:38]4)[N:31]=2)[CH:27]=[CH:26][O:25]3)[CH:17]=1)=[O:2]. The catalyst class is: 4. Reactant: [P:1]([O:13][CH2:14][O:15][C:16]1[CH:21]=[CH:20][CH:19]=[C:18]([C:22]2[N:23]=[C:24]3[N:28]([C:29]=2[C:30]2[CH:35]=[CH:34][N:33]=[C:32]([NH:36][C@@H:37]4[CH2:42][CH2:41][CH2:40][N:39]([S:43]([C:46]5[CH:50]=[CH:49][N:48]([CH3:51])[N:47]=5)(=[O:45])=[O:44])[CH2:38]4)[N:31]=2)[CH:27]=[CH:26][O:25]3)[CH:17]=1)([O:8]C(C)(C)C)([O:3]C(C)(C)C)=[O:2].FC(F)(F)C(O)=O. (10) Reactant: [NH2:1][C:2]1[C:10]([NH:11][C:12]2[CH:16]=[C:15]([CH:17]3[CH2:19][CH2:18]3)[NH:14][N:13]=2)=[CH:9][C:8]([NH:20][C@H:21]([C:23]2[CH:28]=[CH:27][C:26]([F:29])=[CH:25][CH:24]=2)[CH3:22])=[CH:7][C:3]=1[C:4]([NH2:6])=[O:5].[C:30](O)(=O)C.C(N)=N.C(=O)(O)[O-].[Na+].CCOC(C)=O. Product: [CH:17]1([C:15]2[NH:14][N:13]=[C:12]([N:11]3[C:10]4[CH:9]=[C:8]([NH:20][C@H:21]([C:23]5[CH:28]=[CH:27][C:26]([F:29])=[CH:25][CH:24]=5)[CH3:22])[CH:7]=[C:3]([C:4]([NH2:6])=[O:5])[C:2]=4[N:1]=[CH:30]3)[CH:16]=2)[CH2:19][CH2:18]1. The catalyst class is: 14.